Dataset: Reaction yield outcomes from USPTO patents with 853,638 reactions. Task: Predict the reaction yield, written as a fraction of the theoretical maximum amount of product (1.0 means a 100% yield; for example, 0.34 means a 34% yield). (1) The reactants are [C:1]([C:6]1[CH:7]=[N:8][C:9]2[C:14]([C:15]=1[NH:16][C@H:17]1[CH2:22][CH2:21][C@H:20]([NH:23]C(=O)OC(C)(C)C)[CH2:19][CH2:18]1)=[CH:13][C:12]([C:31]1[CH:36]=[C:35]([O:37][CH3:38])[C:34]([OH:39])=[C:33]([Cl:40])[CH:32]=1)=[CH:11][CH:10]=2)(=[O:5])[CH2:2][CH2:3][CH3:4].O.Cl. The catalyst is C1COCC1. The product is [NH2:23][C@H:20]1[CH2:21][CH2:22][C@H:17]([NH:16][C:15]2[C:14]3[C:9](=[CH:10][CH:11]=[C:12]([C:31]4[CH:36]=[C:35]([O:37][CH3:38])[C:34]([OH:39])=[C:33]([Cl:40])[CH:32]=4)[CH:13]=3)[N:8]=[CH:7][C:6]=2[C:1](=[O:5])[CH2:2][CH2:3][CH3:4])[CH2:18][CH2:19]1. The yield is 0.750. (2) The reactants are [Si]([O:8][CH2:9][CH2:10][CH2:11][N:12]1[C:20](=[O:21])[C:19]2[N:18]([CH2:22][C:23]3[CH:28]=[CH:27][C:26]([Cl:29])=[CH:25][CH:24]=3)[C:17]([O:30][CH:31]3[CH2:35][CH2:34][CH2:33][CH2:32]3)=[N:16][C:15]=2[N:14]([CH3:36])[C:13]1=[O:37])(C(C)(C)C)(C)C.Cl. The catalyst is C(O)C.O. The product is [Cl:29][C:26]1[CH:25]=[CH:24][C:23]([CH2:22][N:18]2[C:19]3[C:20](=[O:21])[N:12]([CH2:11][CH2:10][CH2:9][OH:8])[C:13](=[O:37])[N:14]([CH3:36])[C:15]=3[N:16]=[C:17]2[O:30][CH:31]2[CH2:35][CH2:34][CH2:33][CH2:32]2)=[CH:28][CH:27]=1. The yield is 0.140. (3) The reactants are C1CO[C:8]2[CH:7]=[CH:6][C:5]([NH:11][C:12]3[C:17]([F:18])=[CH:16][N:15]=[C:14]([NH:19][C:20]4[CH:25]=[CH:24][CH:23]=[C:22](O)[CH:21]=4)[N:13]=3)=[CH:4][C:3]=2[O:2]1.ClC1N=C(NC2C=CC=C(O)C=2)C(F)=CN=1.[S:43]1[C:47]2C=CC=CC=2[C:45](CN)=[CH:44]1. No catalyst specified. The product is [S:43]1[C:44]2[CH:45]=[CH:21][CH:22]=[CH:23][C:24]=2[C:25]([CH2:20][NH:19][C:14]2[N:13]=[C:12]([NH:11][C:5]3[CH:6]=[CH:7][CH:8]=[C:3]([OH:2])[CH:4]=3)[C:17]([F:18])=[CH:16][N:15]=2)=[CH:47]1. The yield is 0.530. (4) The reactants are [F:1][C:2]1[CH:8]=[CH:7][CH:6]=[C:5]([F:9])[C:3]=1[NH2:4].C1C(=O)N([Br:17])C(=O)C1. The catalyst is C(Cl)Cl. The product is [Br:17][C:7]1[CH:8]=[C:2]([F:1])[C:3]([NH2:4])=[C:5]([F:9])[CH:6]=1. The yield is 0.807. (5) The reactants are C(O[C:6]([N:8](C)[CH2:9][C:10]([NH:12][CH2:13][CH2:14][CH2:15][P+:16]([C:29]1[CH:34]=[CH:33][CH:32]=[CH:31][CH:30]=1)([C:23]1[CH:28]=[CH:27][CH:26]=[CH:25][CH:24]=1)[C:17]1[CH:22]=[CH:21][CH:20]=[CH:19][CH:18]=1)=[O:11])=O)(C)(C)C.[Cl-:36].Cl.C(OCC)C.N. The catalyst is C(Cl)Cl.CO. The product is [CH3:6][NH:8][CH2:9][C:10]([NH:12][CH2:13][CH2:14][CH2:15][P+:16]([C:29]1[CH:34]=[CH:33][CH:32]=[CH:31][CH:30]=1)([C:23]1[CH:24]=[CH:25][CH:26]=[CH:27][CH:28]=1)[C:17]1[CH:22]=[CH:21][CH:20]=[CH:19][CH:18]=1)=[O:11].[Cl-:36]. The yield is 1.00. (6) The reactants are [CH3:1][O:2][C:3]([C:5]1[CH:6]=[C:7]2[CH:13]=[C:12]([C:14](OS(C3C=CC(C)=CC=3)(=O)=O)=[CH:15][CH:16]3[CH2:20][CH2:19][CH2:18][CH2:17]3)[N:11]([S:32]([C:35]3[CH:40]=[CH:39][CH:38]=[CH:37][CH:36]=3)(=[O:34])=[O:33])[C:8]2=[N:9][CH:10]=1)=[O:4].[CH3:41][S:42]([C:45]1[CH:50]=[CH:49][C:48](B(O)O)=[CH:47][CH:46]=1)(=[O:44])=[O:43].C(=O)([O-])[O-].[Na+].[Na+]. The catalyst is O1CCOCC1.C(OCC)(=O)C.Cl[Pd](Cl)([P](C1C=CC=CC=1)(C1C=CC=CC=1)C1C=CC=CC=1)[P](C1C=CC=CC=1)(C1C=CC=CC=1)C1C=CC=CC=1. The product is [CH3:1][O:2][C:3]([C:5]1[CH:6]=[C:7]2[CH:13]=[C:12]([C:14]([C:48]3[CH:49]=[CH:50][C:45]([S:42]([CH3:41])(=[O:44])=[O:43])=[CH:46][CH:47]=3)=[CH:15][CH:16]3[CH2:20][CH2:19][CH2:18][CH2:17]3)[N:11]([S:32]([C:35]3[CH:36]=[CH:37][CH:38]=[CH:39][CH:40]=3)(=[O:34])=[O:33])[C:8]2=[N:9][CH:10]=1)=[O:4]. The yield is 0.730.